From a dataset of Peptide-MHC class I binding affinity with 185,985 pairs from IEDB/IMGT. Regression. Given a peptide amino acid sequence and an MHC pseudo amino acid sequence, predict their binding affinity value. This is MHC class I binding data. The peptide sequence is YWMGGTTYF. The MHC is HLA-A02:01 with pseudo-sequence HLA-A02:01. The binding affinity (normalized) is 0.351.